From a dataset of Full USPTO retrosynthesis dataset with 1.9M reactions from patents (1976-2016). Predict the reactants needed to synthesize the given product. (1) Given the product [N+:12]([C:15]1[CH:20]=[C:19]([C:2]2[CH:3]=[C:4]3[C:8](=[CH:9][CH:10]=2)[NH:7][C:6](=[O:11])[CH2:5]3)[CH:18]=[CH:17][CH:16]=1)([O-:14])=[O:13], predict the reactants needed to synthesize it. The reactants are: Br[C:2]1[CH:3]=[C:4]2[C:8](=[CH:9][CH:10]=1)[NH:7][C:6](=[O:11])[CH2:5]2.[N+:12]([C:15]1[CH:16]=[C:17](B(O)O)[CH:18]=[CH:19][CH:20]=1)([O-:14])=[O:13].C(=O)([O-])[O-].[K+].[K+]. (2) The reactants are: [C:1]([C:3]1[CH:8]=[CH:7][C:6]([NH:9][C:10]2[N:15]=[C:14]([NH:16][CH2:17][CH2:18][CH3:19])[C:13](I)=[CH:12][N:11]=2)=[CH:5][CH:4]=1)#[N:2].C(N(CC)CC)C.[CH2:28]([N:33]1[C:37](=[O:38])[C:36]2=[CH:39][CH:40]=[CH:41][CH:42]=[C:35]2[C:34]1=[O:43])[CH2:29][CH2:30][C:31]#[CH:32].O. Given the product [C:1]([C:3]1[CH:8]=[CH:7][C:6]([NH:9][C:10]2[N:15]=[C:14]([NH:16][CH2:17][CH2:18][CH3:19])[C:13]([C:32]#[C:31][CH2:30][CH2:29][CH2:28][N:33]3[C:34](=[O:43])[C:35]4[C:36](=[CH:39][CH:40]=[CH:41][CH:42]=4)[C:37]3=[O:38])=[CH:12][N:11]=2)=[CH:5][CH:4]=1)#[N:2], predict the reactants needed to synthesize it. (3) Given the product [CH:14]1([C:12]2[S:13][C:5]3[C:6]([O:9][CH3:10])=[CH:7][CH:8]=[C:3]([O:2][CH3:1])[C:4]=3[N:11]=2)[CH2:19][CH2:18][CH2:17][CH2:16][CH2:15]1, predict the reactants needed to synthesize it. The reactants are: [CH3:1][O:2][C:3]1[CH:8]=[CH:7][C:6]([O:9][CH3:10])=[CH:5][C:4]=1[NH:11][C:12]([CH:14]1[CH2:19][CH2:18][CH2:17][CH2:16][CH2:15]1)=[S:13]. (4) Given the product [F:16][C:2]([F:1])([F:15])[C:3]([NH:5][CH2:6][CH2:7][C:8]1([OH:14])[CH2:9][CH2:10][N:11]([C:22]2[C:21]3[C:26](=[CH:27][CH:28]=[C:19]([O:18][CH3:17])[N:20]=3)[N:25]=[CH:24][CH:23]=2)[CH2:12][CH2:13]1)=[O:4], predict the reactants needed to synthesize it. The reactants are: [F:1][C:2]([F:16])([F:15])[C:3]([NH:5][CH2:6][CH2:7][C:8]1([OH:14])[CH2:13][CH2:12][NH:11][CH2:10][CH2:9]1)=[O:4].[CH3:17][O:18][C:19]1[N:20]=[C:21]2[C:26](=[CH:27][CH:28]=1)[N:25]=[CH:24][CH:23]=[C:22]2OS(C(F)(F)F)(=O)=O.C(N(CC)CC)C. (5) Given the product [C:43]([C:41]1[N:42]=[C:38]([NH:37][C:35]([C:33]2[CH:32]=[CH:31][N:18]3[C:19](=[O:30])[C:20](/[CH:21]=[CH:22]/[C:23]([O:25][C:26]([CH3:29])([CH3:28])[CH3:27])=[O:24])=[C:15]([N:11]4[CH2:12][CH2:13][CH2:14][C@H:9]([NH:8][C:6](=[O:7])[CH2:5][OH:4])[CH2:10]4)[N:16]=[C:17]3[CH:34]=2)=[O:36])[S:39][CH:40]=1)([CH3:46])([CH3:44])[CH3:45], predict the reactants needed to synthesize it. The reactants are: C([O:4][CH2:5][C:6]([NH:8][C@H:9]1[CH2:14][CH2:13][CH2:12][N:11]([C:15]2[N:16]=[C:17]3[CH:34]=[C:33]([C:35]([NH:37][C:38]4[S:39][CH:40]=[C:41]([C:43]([CH3:46])([CH3:45])[CH3:44])[N:42]=4)=[O:36])[CH:32]=[CH:31][N:18]3[C:19](=[O:30])[C:20]=2/[CH:21]=[CH:22]/[C:23]([O:25][C:26]([CH3:29])([CH3:28])[CH3:27])=[O:24])[CH2:10]1)=[O:7])(=O)C.[OH-].[Na+]. (6) Given the product [F:10][C:6]1[C:5]([F:11])=[C:4]([O:3][CH2:1][CH3:2])[CH:9]=[CH:8][C:7]=1[CH:24]1[CH2:25][CH2:26][C:21]2([O:20][CH2:19][CH2:18][O:17]2)[CH2:22][CH2:23]1, predict the reactants needed to synthesize it. The reactants are: [CH2:1]([O:3][C:4]1[CH:9]=[CH:8][CH:7]=[C:6]([F:10])[C:5]=1[F:11])[CH3:2].C([Li])(CC)C.[O:17]1[C:21]2([CH2:26][CH2:25][C:24](=O)[CH2:23][CH2:22]2)[O:20][CH2:19][CH2:18]1.[Cl-].[NH4+]. (7) Given the product [Br:1][C:2]1[CH:10]=[C:9]([F:11])[CH:8]=[CH:7][C:3]=1[C:4]([O:6][CH3:12])=[O:5], predict the reactants needed to synthesize it. The reactants are: [Br:1][C:2]1[CH:10]=[C:9]([F:11])[CH:8]=[CH:7][C:3]=1[C:4]([OH:6])=[O:5].[CH3:12]O.